Dataset: Peptide-MHC class I binding affinity with 185,985 pairs from IEDB/IMGT. Task: Regression. Given a peptide amino acid sequence and an MHC pseudo amino acid sequence, predict their binding affinity value. This is MHC class I binding data. The peptide sequence is ILSEKRKDTI. The MHC is HLA-A02:02 with pseudo-sequence HLA-A02:02. The binding affinity (normalized) is 0.0118.